Task: Predict the product of the given reaction.. Dataset: Forward reaction prediction with 1.9M reactions from USPTO patents (1976-2016) (1) Given the reactants [CH3:1][N:2]([CH2:4][C:5]1[CH:6]=[C:7]([C:11]2[CH:12]=[C:13]3[C:19]([NH:20][C:21]([C:23]4[CH:24]=[N:25][N:26]([CH2:28][C:29]5[CH:34]=[CH:33][CH:32]=[CH:31][CH:30]=5)[CH:27]=4)=[O:22])=[CH:18][N:17](S(C4C=CC(C)=CC=4)(=O)=O)[C:14]3=[N:15][CH:16]=2)[CH:8]=[CH:9][CH:10]=1)[CH3:3].[OH-].[K+], predict the reaction product. The product is: [CH3:3][N:2]([CH2:4][C:5]1[CH:6]=[C:7]([C:11]2[CH:12]=[C:13]3[C:19]([NH:20][C:21]([C:23]4[CH:24]=[N:25][N:26]([CH2:28][C:29]5[CH:30]=[CH:31][CH:32]=[CH:33][CH:34]=5)[CH:27]=4)=[O:22])=[CH:18][NH:17][C:14]3=[N:15][CH:16]=2)[CH:8]=[CH:9][CH:10]=1)[CH3:1]. (2) Given the reactants [CH3:1][C:2]([C:4]1[CH:9]=[CH:8][C:7]([NH2:10])=[CH:6][CH:5]=1)=[O:3].N1C=CC=CC=1.[S:17](Cl)([CH3:20])(=[O:19])=[O:18], predict the reaction product. The product is: [C:2]([C:4]1[CH:9]=[CH:8][C:7]([NH:10][S:17]([CH3:20])(=[O:19])=[O:18])=[CH:6][CH:5]=1)(=[O:3])[CH3:1]. (3) Given the reactants [C:1]([O:5][C:6]([N:8]1[C:12]([N+:13]([O-])=O)=[CH:11][C:10]([C:16]([O:18][CH3:19])=[O:17])=[N:9]1)=[O:7])([CH3:4])([CH3:3])[CH3:2].[H][H], predict the reaction product. The product is: [NH2:13][C:12]1[N:8]([C:6]([O:5][C:1]([CH3:2])([CH3:3])[CH3:4])=[O:7])[N:9]=[C:10]([C:16]([O:18][CH3:19])=[O:17])[CH:11]=1. (4) Given the reactants [CH3:1][O:2][C:3]1[CH:8]=[CH:7][C:6](B(O)O)=[CH:5][CH:4]=1.C([O-])([O-])=O.[Na+].[Na+].I[C:19]1[CH:20]=[C:21]([CH3:28])[C:22]2[O:26][CH:25]=[CH:24][C:23]=2[CH:27]=1.COCCOC, predict the reaction product. The product is: [CH3:1][O:2][C:3]1[CH:8]=[CH:7][C:6]([C:19]2[CH:20]=[C:21]([CH3:28])[C:22]3[O:26][CH:25]=[CH:24][C:23]=3[CH:27]=2)=[CH:5][CH:4]=1. (5) Given the reactants [CH3:1][O:2][C:3]1[CH:4]=[C:5](/[CH:9]=[CH:10]/[C:11]([O:13][CH3:14])=[O:12])[CH:6]=[CH:7][CH:8]=1.C(O)(=[O:24])C=CC1C=CC=CC=1, predict the reaction product. The product is: [OH:24][C@H:10]([CH2:9][C:5]1[CH:6]=[CH:7][CH:8]=[C:3]([O:2][CH3:1])[CH:4]=1)[C:11]([O:13][CH3:14])=[O:12].